From a dataset of Full USPTO retrosynthesis dataset with 1.9M reactions from patents (1976-2016). Predict the reactants needed to synthesize the given product. (1) Given the product [C:1]1([CH2:7][CH2:8][CH2:9][CH:10]([S:20][C:14]2[CH:19]=[CH:18][CH:17]=[CH:16][CH:15]=2)[C:11](=[O:13])[CH3:12])[CH:6]=[CH:5][CH:4]=[CH:3][CH:2]=1, predict the reactants needed to synthesize it. The reactants are: [C:1]1([CH2:7][CH2:8][C:9]#[C:10][CH:11]([OH:13])[CH3:12])[CH:6]=[CH:5][CH:4]=[CH:3][CH:2]=1.[C:14]1([SH:20])[CH:19]=[CH:18][CH:17]=[CH:16][CH:15]=1. (2) Given the product [F:33][C:31]1[CH:30]=[CH:29][C:28]([F:34])=[C:27]2[C:32]=1[C:23]([NH:22][CH2:21][CH2:20][C:17]1[CH:16]=[CH:15][C:14]([O:13][C:12]3[CH:11]=[CH:10][N:9]=[C:8]([C:36]([F:39])([F:37])[F:38])[CH:7]=3)=[CH:19][CH:18]=1)=[N:24][CH:25]=[N:26]2, predict the reactants needed to synthesize it. The reactants are: C([O-])(=O)C.[Na+].Cl[C:7]1[C:8]([C:36]([F:39])([F:38])[F:37])=[N:9][CH:10]=[C:11](Cl)[C:12]=1[O:13][C:14]1[CH:19]=[CH:18][C:17]([CH2:20][CH2:21][NH:22][C:23]2[C:32]3[C:27](=[C:28]([F:34])[CH:29]=[CH:30][C:31]=3[F:33])[N:26]=[CH:25][N:24]=2)=[CH:16][CH:15]=1. (3) Given the product [OH:35][C@@:28]1([C:26]#[C:27][C:2]2[CH:3]=[C:4]([N:8]3[C:16]4[C:11](=[CH:12][C:13]([N:17]5[CH:21]=[C:20]([CH3:22])[N:19]=[CH:18]5)=[CH:14][CH:15]=4)[C:10]([C:23]([NH2:25])=[O:24])=[N:9]3)[CH:5]=[CH:6][CH:7]=2)[CH2:32][CH2:31][N:30]([CH3:33])[C:29]1=[O:34], predict the reactants needed to synthesize it. The reactants are: Br[C:2]1[CH:3]=[C:4]([N:8]2[C:16]3[C:11](=[CH:12][C:13]([N:17]4[CH:21]=[C:20]([CH3:22])[N:19]=[CH:18]4)=[CH:14][CH:15]=3)[C:10]([C:23]([NH2:25])=[O:24])=[N:9]2)[CH:5]=[CH:6][CH:7]=1.[C:26]([C@:28]1([OH:35])[CH2:32][CH2:31][N:30]([CH3:33])[C:29]1=[O:34])#[CH:27]. (4) Given the product [ClH:4].[CH2:1]([O:3][C:18](=[O:19])[CH:17]([NH:16][C:14]([CH:10]1[CH2:11][CH2:12][CH2:13][N:9]1[C:7](=[O:8])[CH2:6][NH2:5])=[O:15])[CH3:21])[CH3:2], predict the reactants needed to synthesize it. The reactants are: [C:1]([Cl:4])(=[O:3])[CH3:2].[NH2:5][CH2:6][C:7]([N:9]1[CH2:13][CH2:12][CH2:11][CH:10]1[C:14]([NH:16][CH:17]([CH3:21])[C:18](O)=[O:19])=[O:15])=[O:8]. (5) Given the product [CH:1]1(/[CH:4]=[C:5](\[CH2:10][CH2:11][CH2:12][CH2:13][CH3:14])/[C:6]([NH2:16])=[O:7])[CH2:3][CH2:2]1, predict the reactants needed to synthesize it. The reactants are: [CH:1]1(/[CH:4]=[C:5](\[CH2:10][CH2:11][CH2:12][CH2:13][CH3:14])/[C:6](OC)=[O:7])[CH2:3][CH2:2]1.[Cl-].[NH4+:16].